Dataset: Peptide-MHC class II binding affinity with 134,281 pairs from IEDB. Task: Regression. Given a peptide amino acid sequence and an MHC pseudo amino acid sequence, predict their binding affinity value. This is MHC class II binding data. (1) The binding affinity (normalized) is 0.550. The peptide sequence is YDKFLTNVSTVLTGK. The MHC is DRB1_0405 with pseudo-sequence DRB1_0405. (2) The peptide sequence is LRIAAKIYSEADEAW. The MHC is DRB1_1302 with pseudo-sequence DRB1_1302. The binding affinity (normalized) is 0.358. (3) The peptide sequence is APYVAWMRATAIQAE. The MHC is DRB1_1501 with pseudo-sequence DRB1_1501. The binding affinity (normalized) is 0.841. (4) The binding affinity (normalized) is 0.527. The peptide sequence is LLFMILTVAANEMGL. The MHC is DRB1_0401 with pseudo-sequence DRB1_0401.